This data is from Catalyst prediction with 721,799 reactions and 888 catalyst types from USPTO. The task is: Predict which catalyst facilitates the given reaction. (1) Reactant: [Cl:1][C:2]1[C:3]2[CH:10]=[CH:9][NH:8][C:4]=2[N:5]=[CH:6][N:7]=1.[H-].[Na+].Cl[CH2:14][C:15]1[C:16]([C:26]2[CH:31]=[CH:30][CH:29]=[CH:28][C:27]=2[Cl:32])=[N:17][C:18]2[C:23]([CH:24]=1)=[CH:22][CH:21]=[CH:20][C:19]=2[CH3:25]. Product: [Cl:1][C:2]1[C:3]2[CH:10]=[CH:9][N:8]([CH2:14][C:15]3[C:16]([C:26]4[CH:31]=[CH:30][CH:29]=[CH:28][C:27]=4[Cl:32])=[N:17][C:18]4[C:23]([CH:24]=3)=[CH:22][CH:21]=[CH:20][C:19]=4[CH3:25])[C:4]=2[N:5]=[CH:6][N:7]=1. The catalyst class is: 3. (2) Reactant: C([N:14]1[CH2:17][CH:16]([N:18]2[CH:22]=[CH:21][CH:20]=[N:19]2)[CH2:15]1)(C1C=CC=CC=1)C1C=CC=CC=1.C([O-])=O.[NH4+]. Product: [NH:14]1[CH2:17][CH:16]([N:18]2[CH:22]=[CH:21][CH:20]=[N:19]2)[CH2:15]1. The catalyst class is: 63. (3) Reactant: [CH:1]([N:4]1[CH2:9][CH2:8][CH:7]([O:10][C:11]2[CH:16]=[CH:15][C:14]([C:17]3([CH2:23][NH2:24])[CH2:22][CH2:21][O:20][CH2:19][CH2:18]3)=[CH:13][CH:12]=2)[CH2:6][CH2:5]1)([CH3:3])[CH3:2].C([O:27][C:28](=O)[CH2:29][CH2:30][CH2:31]Br)C.C(N(CC)C(C)C)(C)C.[I-].[K+].C(=O)([O-])[O-].[K+].[K+]. Product: [NH3:4].[CH:1]([N:4]1[CH2:9][CH2:8][CH:7]([O:10][C:11]2[CH:16]=[CH:15][C:14]([C:17]3([CH2:23][N:24]4[CH2:31][CH2:30][CH2:29][C:28]4=[O:27])[CH2:18][CH2:19][O:20][CH2:21][CH2:22]3)=[CH:13][CH:12]=2)[CH2:6][CH2:5]1)([CH3:3])[CH3:2]. The catalyst class is: 11. (4) Reactant: C(OC([N:11]1[CH2:16][CH2:15][CH:14]([CH:17]([NH:25][C:26]([O:28][C:29]([CH3:32])([CH3:31])[CH3:30])=[O:27])C2C=CC(Cl)=CC=2)[CH2:13][CH2:12]1)=O)C1C=CC=CC=1.[H][H].[CH2:35](O)[CH3:36]. Product: [C:29]([O:28][C:26](=[O:27])[N:25]([C:36]1[CH:35]=[CH:15][CH:14]=[CH:13][CH:12]=1)[CH2:17][CH:14]1[CH2:13][CH2:12][NH:11][CH2:16][CH2:15]1)([CH3:30])([CH3:31])[CH3:32]. The catalyst class is: 45. (5) Reactant: [NH2:1][C@H:2]([C:7]([OH:9])=[O:8])[CH2:3][C:4]([OH:6])=[O:5].Cl[C:11]([O:13][CH2:14][CH:15]=[CH2:16])=[O:12].[C:17](=O)(O)[O-].[Na+].[CH2:22]1[CH2:26]OC[CH2:23]1. Product: [C:22]([O:5][C:4](=[O:6])[CH2:3][CH:2]([NH:1][C:11]([O:13][CH2:14][CH:15]=[CH2:16])=[O:12])[C:7]([OH:9])=[O:8])([CH3:23])([CH3:26])[CH3:17]. The catalyst class is: 6. (6) Reactant: [Cl:1][C:2]1[CH:3]=[C:4]([N+:11]([O-:13])=[O:12])[CH:5]=[C:6]2[C:10]=1[NH:9][CH:8]=[CH:7]2.Br[CH2:15][C:16]1[CH:17]=[C:18]([CH:23]=[CH:24][CH:25]=1)[C:19]([O:21][CH3:22])=[O:20].C(=O)([O-])[O-].[K+].[K+]. The catalyst class is: 9. Product: [Cl:1][C:2]1[CH:3]=[C:4]([N+:11]([O-:13])=[O:12])[CH:5]=[C:6]2[C:10]=1[N:9]([CH2:15][C:16]1[CH:17]=[C:18]([CH:23]=[CH:24][CH:25]=1)[C:19]([O:21][CH3:22])=[O:20])[CH:8]=[CH:7]2. (7) Reactant: I([O-])(=O)(=O)=O.[Na+].[CH2:7]([C:9]1([OH:32])[C:29]2[CH:28]=[C:27]3[N:15]([CH2:16][C:17]4[C:18]3=[N:19][C:20]3[CH:21]=[CH:22][CH:23]=[CH:24][C:25]=3[CH:26]=4)[C:14](=[O:30])[C:13]=2[CH2:12][O:11][CH:10]1[OH:31])[CH3:8]. Product: [CH:10]([O:11][CH2:12][C:13]1[C:14](=[O:30])[N:15]2[C:27](=[CH:28][C:29]=1[C:9](=[O:32])[CH2:7][CH3:8])[C:18]1=[N:19][C:20]3[C:25]([CH:26]=[C:17]1[CH2:16]2)=[CH:24][CH:23]=[CH:22][CH:21]=3)=[O:31]. The catalyst class is: 211. (8) The catalyst class is: 4. Reactant: C(OC([N:8]1[CH2:13][CH2:12][CH:11]([CH2:14][C:15]2[C:24]3[C:19](=[CH:20][CH:21]=[C:22]([C:25]4[C:33]5[C:28](=[N:29][CH:30]=[CH:31][CH:32]=5)[N:27]([S:34]([C:37]5[CH:42]=[CH:41][CH:40]=[CH:39][CH:38]=5)(=[O:36])=[O:35])[CH:26]=4)[CH:23]=3)[C:18](=[O:43])[NH:17][N:16]=2)[CH2:10][CH2:9]1)=O)(C)(C)C.FC(F)(F)C(O)=O.C(#N)C. Product: [C:37]1([S:34]([N:27]2[C:28]3=[N:29][CH:30]=[CH:31][CH:32]=[C:33]3[C:25]([C:22]3[CH:23]=[C:24]4[C:19](=[CH:20][CH:21]=3)[C:18](=[O:43])[NH:17][N:16]=[C:15]4[CH2:14][CH:11]3[CH2:12][CH2:13][NH:8][CH2:9][CH2:10]3)=[CH:26]2)(=[O:35])=[O:36])[CH:38]=[CH:39][CH:40]=[CH:41][CH:42]=1.